This data is from Catalyst prediction with 721,799 reactions and 888 catalyst types from USPTO. The task is: Predict which catalyst facilitates the given reaction. (1) Reactant: [F:1][C:2]1[CH:3]=[C:4]2[C:10]([C:11]#[N:12])=[N:9][N:8]([CH2:13][C:14]3[CH:19]=[CH:18][CH:17]=[CH:16][C:15]=3[F:20])[C:5]2=[N:6][CH:7]=1.C(O)C.C[O-].[Na+].[Cl-:27].[NH4+:28]. Product: [ClH:27].[F:1][C:2]1[CH:3]=[C:4]2[C:10]([C:11](=[NH:28])[NH2:12])=[N:9][N:8]([CH2:13][C:14]3[CH:19]=[CH:18][CH:17]=[CH:16][C:15]=3[F:20])[C:5]2=[N:6][CH:7]=1. The catalyst class is: 5. (2) Reactant: C(N(CC)CC)C.[B-](F)(F)(F)F.CN(C(ON1C(=O)CCC1=O)=[N+](C)C)C.[CH3:28][O:29][C:30]1[CH:35]=[CH:34][C:33]([C:36]2[CH:41]=[CH:40][N:39]=[C:38]3[NH:42][C:43]([C:45]4[CH:53]=[CH:52][C:48]([C:49]([OH:51])=O)=[CH:47][CH:46]=4)=[N:44][C:37]=23)=[CH:32][CH:31]=1.Cl.[F:55][C:56]1([F:61])[CH2:60][CH2:59][NH:58][CH2:57]1. Product: [F:55][C:56]1([F:61])[CH2:60][CH2:59][N:58]([C:49]([C:48]2[CH:52]=[CH:53][C:45]([C:43]3[NH:42][C:38]4=[N:39][CH:40]=[CH:41][C:36]([C:33]5[CH:32]=[CH:31][C:30]([O:29][CH3:28])=[CH:35][CH:34]=5)=[C:37]4[N:44]=3)=[CH:46][CH:47]=2)=[O:51])[CH2:57]1. The catalyst class is: 3. (3) Reactant: CCN(C(C)C)C(C)C.Cl.Cl.Cl.Cl.[NH2:14][CH2:15][CH2:16][O:17][CH2:18][CH2:19][O:20][CH2:21][CH2:22][O:23][CH2:24][CH2:25][N:26]([CH3:72])[CH2:27][CH2:28][N:29]([CH3:71])[C:30](=[O:70])[C:31]1[CH:69]=[CH:68][CH:67]=[C:33]([C:34]([NH:36][C:37]2[CH:42]=[CH:41][C:40]([N:43]([CH2:46][CH3:47])[CH2:44][CH3:45])=[CH:39][C:38]=2[C:48]2[CH:53]=[C:52]([C:54](=[O:66])[NH:55][C@@H:56]3[C:65]4[C:60](=[CH:61][CH:62]=[CH:63][CH:64]=4)[CH2:59][CH2:58][CH2:57]3)[CH:51]=[CH:50][N:49]=2)=[O:35])[CH:32]=1.[C:73]([O:76][C:77]1[CH:85]=[CH:84][C:80]([C:81](O)=[O:82])=[CH:79][CH:78]=1)(=[O:75])[CH3:74].CN(C(ON1N=NC2C=CC=NC1=2)=[N+](C)C)C.F[P-](F)(F)(F)(F)F. Product: [C:73]([O:76][C:77]1[CH:85]=[CH:84][C:80]([C:81](=[O:82])[NH:14][CH2:15][CH2:16][O:17][CH2:18][CH2:19][O:20][CH2:21][CH2:22][O:23][CH2:24][CH2:25][N:26]([CH3:72])[CH2:27][CH2:28][N:29]([CH3:71])[C:30]([C:31]2[CH:69]=[CH:68][CH:67]=[C:33]([C:34](=[O:35])[NH:36][C:37]3[CH:42]=[CH:41][C:40]([N:43]([CH2:44][CH3:45])[CH2:46][CH3:47])=[CH:39][C:38]=3[C:48]3[CH:53]=[C:52]([C:54](=[O:66])[NH:55][C@@H:56]4[C:65]5[C:60](=[CH:61][CH:62]=[CH:63][CH:64]=5)[CH2:59][CH2:58][CH2:57]4)[CH:51]=[CH:50][N:49]=3)[CH:32]=2)=[O:70])=[CH:79][CH:78]=1)(=[O:75])[CH3:74]. The catalyst class is: 39. (4) Reactant: [CH2:1]([O:3][C:4]1[CH:30]=[CH:29][C:7]([C:8]([NH:10][C:11]2[CH:26]=[C:25]([F:27])[C:14]([C:15]([O:17]CC3C=CC=CC=3)=[O:16])=[C:13]([F:28])[CH:12]=2)=[O:9])=[CH:6][C:5]=1[C:31]([F:34])([F:33])[F:32])[CH3:2]. Product: [CH2:1]([O:3][C:4]1[CH:30]=[CH:29][C:7]([C:8]([NH:10][C:11]2[CH:12]=[C:13]([F:28])[C:14]([C:15]([OH:17])=[O:16])=[C:25]([F:27])[CH:26]=2)=[O:9])=[CH:6][C:5]=1[C:31]([F:33])([F:34])[F:32])[CH3:2]. The catalyst class is: 19. (5) Reactant: [C:1]([N:11]1[CH2:16][CH2:15][C:14](=O)[CH2:13][CH2:12]1)([O:3][CH2:4][C:5]1[CH:10]=[CH:9][CH:8]=[CH:7][CH:6]=1)=[O:2].Cl.[C:19]([O:23][C:24](=[O:28])[C@H:25]([CH3:27])[NH2:26])([CH3:22])([CH3:21])[CH3:20].C(O[BH-](OC(=O)C)OC(=O)C)(=O)C.[Na+]. Product: [C:19]([O:23][C:24](=[O:28])[C@@H:25]([NH:26][CH:14]1[CH2:15][CH2:16][N:11]([C:1]([O:3][CH2:4][C:5]2[CH:10]=[CH:9][CH:8]=[CH:7][CH:6]=2)=[O:2])[CH2:12][CH2:13]1)[CH3:27])([CH3:22])([CH3:21])[CH3:20]. The catalyst class is: 68.